Predict the reaction yield, written as a fraction of the theoretical maximum amount of product (1.0 means a 100% yield; for example, 0.34 means a 34% yield). From a dataset of Reaction yield outcomes from USPTO patents with 853,638 reactions. (1) The reactants are [F:1][C:2]1[CH:7]=[C:6]([N+:8]([O-:10])=[O:9])[CH:5]=[CH:4][C:3]=1[CH2:11][C:12](OC)=[O:13].[BH4-].[Na+]. The catalyst is CO. The product is [F:1][C:2]1[CH:7]=[C:6]([N+:8]([O-:10])=[O:9])[CH:5]=[CH:4][C:3]=1[CH2:11][CH2:12][OH:13]. The yield is 0.770. (2) The reactants are Br[C:2]1[CH:7]=[CH:6][C:5]([O:8][CH3:9])=[CH:4][CH:3]=1.C([Li])CCC.CCCCCC.[CH2:21]([O:28][C:29]1[N:36]=[C:35]([CH3:37])[CH:34]=[CH:33][C:30]=1[CH:31]=[O:32])[C:22]1[CH:27]=[CH:26][CH:25]=[CH:24][CH:23]=1.C(OC1C(C(C2C=CC(CC)=CC=2)O)=CC=C(C)N=1)C1C=CC=CC=1. The catalyst is O1CCCC1. The product is [CH2:21]([O:28][C:29]1[C:30]([CH:31]([C:2]2[CH:7]=[CH:6][C:5]([O:8][CH3:9])=[CH:4][CH:3]=2)[OH:32])=[CH:33][CH:34]=[C:35]([CH3:37])[N:36]=1)[C:22]1[CH:23]=[CH:24][CH:25]=[CH:26][CH:27]=1. The yield is 0.850.